Dataset: Forward reaction prediction with 1.9M reactions from USPTO patents (1976-2016). Task: Predict the product of the given reaction. (1) Given the reactants [NH2:1][C:2]1[N:7]=[CH:6][C:5](/[CH:8]=[CH:9]/[C:10]([NH:12][CH2:13][CH:14]2[CH2:18][C:17]3[CH:19]=[C:20](Br)[CH:21]=[C:22]([Cl:23])[C:16]=3[O:15]2)=[O:11])=[CH:4][CH:3]=1.[CH3:25][C:26]1([CH3:41])[C:30]([CH3:32])([CH3:31])[O:29][B:28](B2OC(C)(C)C(C)O2)[O:27]1.C([O-])(=O)C.[K+], predict the reaction product. The product is: [NH2:1][C:2]1[N:7]=[CH:6][C:5](/[CH:8]=[CH:9]/[C:10]([NH:12][CH2:13][CH:14]2[CH2:18][C:17]3[CH:19]=[C:20]([B:28]4[O:29][C:30]([CH3:32])([CH3:31])[C:26]([CH3:41])([CH3:25])[O:27]4)[CH:21]=[C:22]([Cl:23])[C:16]=3[O:15]2)=[O:11])=[CH:4][CH:3]=1. (2) Given the reactants O.[O:2]1[CH2:7][CH:6]=[C:5]([C:8]2[N:13]=[C:12]([C:14]3[CH:19]=[CH:18][C:17]([N+:20]([O-])=O)=[CH:16][CH:15]=3)[N:11]=[C:10]([N:23]3[CH:28]4[CH2:29][CH2:30][CH:24]3[CH2:25][O:26][CH2:27]4)[N:9]=2)[CH2:4][CH2:3]1, predict the reaction product. The product is: [CH:24]12[N:23]([C:10]3[N:9]=[C:8]([C:5]4[CH2:6][CH2:7][O:2][CH2:3][CH:4]=4)[N:13]=[C:12]([C:14]4[CH:15]=[CH:16][C:17]([NH2:20])=[CH:18][CH:19]=4)[N:11]=3)[CH:28]([CH2:29][CH2:30]1)[CH2:27][O:26][CH2:25]2. (3) Given the reactants [CH2:1]1[C:9]2[C:4](=[CH:5][CH:6]=[CH:7][CH:8]=2)[CH2:3][CH:2]1[C@H:10]1[NH:15][C:14](=[O:16])[C@@H:13]([CH:17]([CH2:20][CH3:21])[CH2:18][CH3:19])[N:12]([CH2:22][C:23]2[CH:28]=[CH:27][CH:26]=[CH:25][C:24]=2[S:29]([CH:32]2[CH2:37][CH2:36][NH:35][CH2:34][CH2:33]2)(=[O:31])=[O:30])[C:11]1=[O:38].C(=O)([O-])[O-].[K+].[K+].Br[CH2:46][CH2:47][O:48][CH3:49], predict the reaction product. The product is: [CH2:1]1[C:9]2[C:4](=[CH:5][CH:6]=[CH:7][CH:8]=2)[CH2:3][CH:2]1[C@H:10]1[NH:15][C:14](=[O:16])[C@@H:13]([CH:17]([CH2:20][CH3:21])[CH2:18][CH3:19])[N:12]([CH2:22][C:23]2[CH:28]=[CH:27][CH:26]=[CH:25][C:24]=2[S:29]([CH:32]2[CH2:33][CH2:34][N:35]([CH2:46][CH2:47][O:48][CH3:49])[CH2:36][CH2:37]2)(=[O:31])=[O:30])[C:11]1=[O:38]. (4) Given the reactants [CH3:1][C:2]1[NH:3][N:4]=[C:5]2[C:10]=1[CH:9]=[CH:8][C:7]([N+:11]([O-:13])=[O:12])=[CH:6]2.S(=O)(=O)(O)O.[CH3:19]OS(OC)(=O)=O.C(=O)(O)[O-].[Na+], predict the reaction product. The product is: [CH3:19][N:3]1[C:2]([CH3:1])=[C:10]2[C:5]([CH:6]=[C:7]([N+:11]([O-:13])=[O:12])[CH:8]=[CH:9]2)=[N:4]1. (5) Given the reactants [CH3:1][O:2][CH2:3][C:4]([O:6][CH3:7])=[O:5].[CH3:8][C:9]1[CH:16]=[C:15]([O:17][Si](C(C)C)(C(C)C)C(C)C)[CH:14]=[CH:13][C:10]=1[CH:11]=O.FC(F)(F)C(OC(=O)C(F)(F)F)=O.N1C=CC=CC=1.Br[CH2:48][CH2:49][CH2:50][O:51][C:52]1[CH:57]=[CH:56][C:55]([C:58]2[CH:63]=[CH:62][CH:61]=[CH:60][CH:59]=2)=[CH:54][CH:53]=1.[I-].[Na+].CC(C)([O-])C.[K+], predict the reaction product. The product is: [CH3:7][O:6][C:4](=[O:5])[C:3]([O:2][CH3:1])=[CH:11][C:10]1[CH:13]=[CH:14][C:15]([O:17][CH2:48][CH2:49][CH2:50][O:51][C:52]2[CH:57]=[CH:56][C:55]([C:58]3[CH:63]=[CH:62][CH:61]=[CH:60][CH:59]=3)=[CH:54][CH:53]=2)=[CH:16][C:9]=1[CH3:8]. (6) Given the reactants Br[C:2]1[CH:3]=[C:4]([N:8]2[C:12]3[CH2:13][S:14](=[O:18])(=[O:17])[CH2:15][CH2:16][C:11]=3[C:10]([C:19]([NH2:21])=[O:20])=[N:9]2)[CH:5]=[CH:6][CH:7]=1.[C:22]([C@:24]1([OH:31])[CH2:28][CH2:27][N:26]([CH3:29])[C:25]1=[O:30])#[CH:23], predict the reaction product. The product is: [OH:31][C@@:24]1([C:22]#[C:23][C:2]2[CH:3]=[C:4]([N:8]3[C:12]4[CH2:13][S:14](=[O:18])(=[O:17])[CH2:15][CH2:16][C:11]=4[C:10]([C:19]([NH2:21])=[O:20])=[N:9]3)[CH:5]=[CH:6][CH:7]=2)[CH2:28][CH2:27][N:26]([CH3:29])[C:25]1=[O:30]. (7) Given the reactants [CH2:1]([C:8]1[O:9][C:10]2[CH:31]=[CH:30][CH:29]=[CH:28][C:11]=2[C:12]=1[C:13]1[CH:18]=[CH:17][C:16]([C:19]2[CH:24]=[C:23]([Br:25])[C:22]([OH:26])=[C:21]([Br:27])[CH:20]=2)=[CH:15][CH:14]=1)[C:2]1[CH:7]=[CH:6][CH:5]=[CH:4][CH:3]=1.C[O:33][C:34](=[O:44])[C@@H:35]([CH2:37][C:38]1[CH:43]=[CH:42][CH:41]=[CH:40][CH:39]=1)O, predict the reaction product. The product is: [CH2:1]([C:8]1[O:9][C:10]2[CH:31]=[CH:30][CH:29]=[CH:28][C:11]=2[C:12]=1[C:13]1[CH:18]=[CH:17][C:16]([C:19]2[CH:20]=[C:21]([Br:27])[C:22]([O:26][C@@H:35]([CH2:37][C:38]3[CH:43]=[CH:42][CH:41]=[CH:40][CH:39]=3)[C:34]([OH:44])=[O:33])=[C:23]([Br:25])[CH:24]=2)=[CH:15][CH:14]=1)[C:2]1[CH:3]=[CH:4][CH:5]=[CH:6][CH:7]=1. (8) Given the reactants [CH2:1]([O:3][C:4]([C:6]1[CH:7]=[N:8][N:9]([CH3:14])[C:10]=1[C:11]([OH:13])=O)=[O:5])[CH3:2].Cl.Cl.[CH3:17][N:18]1[C:22]2[CH:23]=[CH:24][CH:25]=[CH:26][C:21]=2[N:20]=[C:19]1[CH2:27][CH2:28][NH2:29], predict the reaction product. The product is: [CH3:14][N:9]1[C:10]([C:11](=[O:13])[NH:29][CH2:28][CH2:27][C:19]2[N:18]([CH3:17])[C:22]3[CH:23]=[CH:24][CH:25]=[CH:26][C:21]=3[N:20]=2)=[C:6]([C:4]([O:3][CH2:1][CH3:2])=[O:5])[CH:7]=[N:8]1. (9) Given the reactants [Br:1][C:2]1[CH:9]=[CH:8][C:5]([CH:6]=O)=[CH:4][CH:3]=1.[C:10]([OH:16])(=[O:15])[CH2:11]C(O)=O.C([O-])(=O)C.[NH4+:21], predict the reaction product. The product is: [NH2:21][CH:6]([C:5]1[CH:8]=[CH:9][C:2]([Br:1])=[CH:3][CH:4]=1)[CH2:11][C:10]([OH:16])=[O:15]. (10) Given the reactants [CH3:1][C:2]1[S:6][C:5]([C:7]([OH:9])=O)=[N:4][CH:3]=1.[NH2:10][C@H:11]([CH3:27])[CH2:12][N:13]1[CH:17]=[CH:16][C:15]([C:18]2[CH:25]=[CH:24][C:21]([C:22]#[N:23])=[C:20]([Cl:26])[CH:19]=2)=[N:14]1, predict the reaction product. The product is: [Cl:26][C:20]1[CH:19]=[C:18]([C:15]2[CH:16]=[CH:17][N:13]([CH2:12][C@H:11]([NH:10][C:7]([C:5]3[S:6][C:2]([CH3:1])=[CH:3][N:4]=3)=[O:9])[CH3:27])[N:14]=2)[CH:25]=[CH:24][C:21]=1[C:22]#[N:23].